Task: Predict the product of the given reaction.. Dataset: Forward reaction prediction with 1.9M reactions from USPTO patents (1976-2016) (1) Given the reactants [NH2:1][N:2]1[CH:6]=[CH:5][CH:4]=[C:3]1[C:7]([NH:9][C:10]1[CH:15]=[CH:14][CH:13]=[CH:12][CH:11]=1)=[O:8].[C:16]([O:20][C:21]([NH:23][C@@H:24]([CH3:28])[C:25](O)=[O:26])=[O:22])([CH3:19])([CH3:18])[CH3:17].CCN=C=NCCCN(C)C.Cl, predict the reaction product. The product is: [O:26]=[C:25]([NH:1][N:2]1[CH:6]=[CH:5][CH:4]=[C:3]1[C:7](=[O:8])[NH:9][C:10]1[CH:15]=[CH:14][CH:13]=[CH:12][CH:11]=1)[C@@H:24]([NH:23][C:21](=[O:22])[O:20][C:16]([CH3:19])([CH3:18])[CH3:17])[CH3:28]. (2) Given the reactants [CH2:1]1[C:10]2[C:5](=[CH:6][CH:7]=[CH:8][CH:9]=2)[CH2:4][CH2:3][NH:2]1.[N:11]([C:14]1[CH:23]=[CH:22][C:17]([C:18]([O:20][CH3:21])=[O:19])=[CH:16][CH:15]=1)=[C:12]=[O:13], predict the reaction product. The product is: [CH2:1]1[C:10]2[C:5](=[CH:6][CH:7]=[CH:8][CH:9]=2)[CH2:4][CH2:3][N:2]1[C:12]([NH:11][C:14]1[CH:23]=[CH:22][C:17]([C:18]([O:20][CH3:21])=[O:19])=[CH:16][CH:15]=1)=[O:13]. (3) Given the reactants [Br:1][C:2]1[CH:8]=[CH:7][C:6]([Br:9])=[CH:5][C:3]=1[NH2:4].N1C=CC=CC=1.[F:16][C:17]1[CH:25]=[C:24]([S:26]([CH3:29])(=[O:28])=[O:27])[CH:23]=[CH:22][C:18]=1[C:19](Cl)=[O:20], predict the reaction product. The product is: [Br:1][C:2]1[CH:8]=[CH:7][C:6]([Br:9])=[CH:5][C:3]=1[NH:4][C:19](=[O:20])[C:18]1[CH:22]=[CH:23][C:24]([S:26]([CH3:29])(=[O:28])=[O:27])=[CH:25][C:17]=1[F:16].